From a dataset of Full USPTO retrosynthesis dataset with 1.9M reactions from patents (1976-2016). Predict the reactants needed to synthesize the given product. (1) Given the product [Cl:28][C:25]1[CH:26]=[CH:27][C:22]([C@H:21]2[N:10]3[C:11]([S:12][C:13]([C:14]([O:16][CH2:17][CH3:18])=[O:15])=[C:2]3[CH:3]([OH:4])[CH3:5])=[N:19][C@:20]2([C:30]2[CH:31]=[CH:32][C:33]([Cl:36])=[CH:34][CH:35]=2)[CH3:29])=[CH:23][CH:24]=1, predict the reactants needed to synthesize it. The reactants are: O.[CH3:2][C:3]([CH3:5])=[O:4].BrC(C1[N:10]2[C@H:21]([C:22]3[CH:27]=[CH:26][C:25]([Cl:28])=[CH:24][CH:23]=3)[C@@:20]([C:30]3[CH:35]=[CH:34][C:33]([Cl:36])=[CH:32][CH:31]=3)([CH3:29])[N:19]=[C:11]2[S:12][C:13]=1[C:14]([O:16][CH2:17][CH3:18])=[O:15])C. (2) Given the product [CH3:1][O:2][C:3]1[CH:4]=[CH:5][C:6]2[S:12][CH2:11][CH2:10][NH:9][CH2:8][C:7]=2[CH:14]=1, predict the reactants needed to synthesize it. The reactants are: [CH3:1][O:2][C:3]1[CH:4]=[CH:5][C:6]2[S:12][CH2:11][CH2:10][NH:9][C:8](=O)[C:7]=2[CH:14]=1.[H-].[H-].[H-].[H-].[Li+].[Al+3].